From a dataset of Forward reaction prediction with 1.9M reactions from USPTO patents (1976-2016). Predict the product of the given reaction. (1) Given the reactants [F:1][C:2]1[CH:7]=[CH:6][C:5]([C:8]2[C:20]([C:21]3[CH:22]=[CH:23][C:24](=[O:34])[N:25]([C:27]4[CH:32]=[CH:31][CH:30]=[CH:29][C:28]=4[CH3:33])[N:26]=3)=[C:11]3[NH:12][CH2:13][C:14]4(OCC[O:16]4)[CH2:15][N:10]3[N:9]=2)=[CH:4][CH:3]=1.Cl.O.C([O-])([O-])=O.[Na+].[Na+], predict the reaction product. The product is: [F:1][C:2]1[CH:7]=[CH:6][C:5]([C:8]2[C:20]([C:21]3[CH:22]=[CH:23][C:24](=[O:34])[N:25]([C:27]4[CH:32]=[CH:31][CH:30]=[CH:29][C:28]=4[CH3:33])[N:26]=3)=[C:11]3[NH:12][CH2:13][C:14](=[O:16])[CH2:15][N:10]3[N:9]=2)=[CH:4][CH:3]=1. (2) Given the reactants [ClH:1].C(OCC)(=O)C.[CH2:8]1[O:40][C:39]2[CH:38]=[CH:37][C:12]([CH2:13][CH2:14][N:15]3[CH2:20][CH2:19][CH2:18][CH2:17][C@@H:16]3[CH2:21][N:22]3[C:28]4[CH:29]=[CH:30][CH:31]=[CH:32][C:27]=4[CH2:26][O:25][C:24]4[CH:33]=[CH:34][CH:35]=[CH:36][C:23]3=4)=[CH:11][C:10]=2[O:9]1, predict the reaction product. The product is: [ClH:1].[CH2:8]1[O:40][C:39]2[CH:38]=[CH:37][C:12]([CH2:13][CH2:14][N:15]3[CH2:20][CH2:19][CH2:18][CH2:17][C@@H:16]3[CH2:21][N:22]3[C:28]4[CH:29]=[CH:30][CH:31]=[CH:32][C:27]=4[CH2:26][O:25][C:24]4[CH:33]=[CH:34][CH:35]=[CH:36][C:23]3=4)=[CH:11][C:10]=2[O:9]1. (3) Given the reactants [I:1][C:2]1[CH:9]=[CH:8][C:5]([C:6]#[N:7])=[CH:4][CH:3]=1.C(N(CC)CC)C.[CH2:17]([C:19]1[N:20]([CH2:33][C:34]#[CH:35])[C:21]2[C:30]3[CH:29]=[CH:28][CH:27]=[CH:26][C:25]=3[N:24]=[C:23]([NH2:31])[C:22]=2[N:32]=1)[CH3:18], predict the reaction product. The product is: [IH:1].[NH2:31][C:23]1[C:22]2[N:32]=[C:19]([CH2:17][CH3:18])[N:20]([CH2:33][C:34]#[C:35][C:2]3[CH:9]=[CH:8][C:5]([C:6]#[N:7])=[CH:4][CH:3]=3)[C:21]=2[C:30]2[CH:29]=[CH:28][CH:27]=[CH:26][C:25]=2[N:24]=1. (4) Given the reactants [OH:1][CH:2]([C:6]1[CH:11]=[CH:10][C:9]([C:12]2[N:16]=[C:15]([C:17]3[C:21]([C:22]([F:25])([F:24])[F:23])=[C:20]([C:26]4[CH:31]=[CH:30][CH:29]=[CH:28][CH:27]=4)[O:19][N:18]=3)[O:14][N:13]=2)=[CH:8][CH:7]=1)[C:3]([OH:5])=O.[NH2:32][CH2:33][CH2:34][OH:35].CN(C(ON1N=NC2C=CC=NC1=2)=[N+](C)C)C.F[P-](F)(F)(F)(F)F.CN1CCOCC1, predict the reaction product. The product is: [OH:1][CH:2]([C:6]1[CH:11]=[CH:10][C:9]([C:12]2[N:16]=[C:15]([C:17]3[C:21]([C:22]([F:23])([F:25])[F:24])=[C:20]([C:26]4[CH:27]=[CH:28][CH:29]=[CH:30][CH:31]=4)[O:19][N:18]=3)[O:14][N:13]=2)=[CH:8][CH:7]=1)[C:3]([NH:32][CH2:33][CH2:34][OH:35])=[O:5].